This data is from Forward reaction prediction with 1.9M reactions from USPTO patents (1976-2016). The task is: Predict the product of the given reaction. (1) Given the reactants [F:1][C:2]1[CH:35]=[CH:34][C:5]([CH2:6][N:7]2[C:15]3[CH:14]=[CH:13][CH:12]=[CH:11][C:10]=3[C:9]3[CH2:16][C@H:17]4[C:22](=[S:23])[N:21]([CH2:24][CH2:25][C:26]([O:28]C(C)(C)C)=[O:27])[C:20](=[O:33])[N:18]4[CH2:19][C:8]2=3)=[CH:4][CH:3]=1, predict the reaction product. The product is: [F:1][C:2]1[CH:35]=[CH:34][C:5]([CH2:6][N:7]2[C:15]3[CH:14]=[CH:13][CH:12]=[CH:11][C:10]=3[C:9]3[CH2:16][C@H:17]4[C:22](=[S:23])[N:21]([CH2:24][CH2:25][C:26]([OH:28])=[O:27])[C:20](=[O:33])[N:18]4[CH2:19][C:8]2=3)=[CH:4][CH:3]=1. (2) Given the reactants O.[C:2]1([CH3:12])[CH:7]=[CH:6][C:5]([S:8]([OH:11])(=[O:10])=[O:9])=[CH:4][CH:3]=1.[F:13][CH2:14][C@H:15]1[CH2:19][CH2:18][N:17](C(OC(C)(C)C)=O)[CH2:16]1, predict the reaction product. The product is: [CH3:12][C:2]1[CH:3]=[CH:4][C:5]([S:8]([OH:11])(=[O:10])=[O:9])=[CH:6][CH:7]=1.[F:13][CH2:14][C@H:15]1[CH2:19][CH2:18][NH:17][CH2:16]1. (3) Given the reactants Cl[C:2]1[N:7]=[CH:6][N:5]2[N:8]=[CH:9][C:10]([C:11]([NH:13][CH:14]3[CH2:19][CH2:18][CH2:17][CH2:16][CH2:15]3)=[O:12])=[C:4]2[CH:3]=1.[Cl:20][C:21]1[CH:22]=[C:23]([CH:26]=[CH:27][CH:28]=1)[CH2:24][NH2:25].C(N(CC)C(C)C)(C)C.C(O)C, predict the reaction product. The product is: [Cl:20][C:21]1[CH:22]=[C:23]([CH:26]=[CH:27][CH:28]=1)[CH2:24][NH:25][C:2]1[N:7]=[CH:6][N:5]2[N:8]=[CH:9][C:10]([C:11]([NH:13][CH:14]3[CH2:19][CH2:18][CH2:17][CH2:16][CH2:15]3)=[O:12])=[C:4]2[CH:3]=1. (4) Given the reactants C(N)C1C=CC=CC=1.[NH2:9][CH2:10][C:11]1[CH:12]=[N:13][CH:14]=[CH:15][CH:16]=1.[F:17][C:18]1[CH:41]=[CH:40][C:21]([CH2:22][N:23]([CH3:39])[C:24]2[N:29]=[C:28]([C:30]3[S:31][C:32]([C:36](O)=[O:37])=[C:33]([CH3:35])[N:34]=3)[CH:27]=[N:26][CH:25]=2)=[CH:20][CH:19]=1, predict the reaction product. The product is: [N:13]1[CH:14]=[CH:15][CH:16]=[C:11]([CH2:10][NH:9][C:36]([C:32]2[S:31][C:30]([C:28]3[CH:27]=[N:26][CH:25]=[C:24]([N:23]([CH2:22][C:21]4[CH:40]=[CH:41][C:18]([F:17])=[CH:19][CH:20]=4)[CH3:39])[N:29]=3)=[N:34][C:33]=2[CH3:35])=[O:37])[CH:12]=1.